From a dataset of Catalyst prediction with 721,799 reactions and 888 catalyst types from USPTO. Predict which catalyst facilitates the given reaction. Reactant: Cl.[NH2:2][C@H:3]([C:5]1[CH:10]=[CH:9][C:8]([CH2:11][OH:12])=[CH:7][CH:6]=1)[CH3:4].F[C:14]1[N:19]=[C:18]([N:20]2[C@@H:24]([CH:25]([CH3:27])[CH3:26])[CH2:23][O:22][C:21]2=[O:28])[CH:17]=[CH:16][N:15]=1.CCN(C(C)C)C(C)C. Product: [OH:12][CH2:11][C:8]1[CH:9]=[CH:10][C:5]([C@@H:3]([NH:2][C:14]2[N:19]=[C:18]([N:20]3[C@@H:24]([CH:25]([CH3:26])[CH3:27])[CH2:23][O:22][C:21]3=[O:28])[CH:17]=[CH:16][N:15]=2)[CH3:4])=[CH:6][CH:7]=1. The catalyst class is: 197.